From a dataset of Forward reaction prediction with 1.9M reactions from USPTO patents (1976-2016). Predict the product of the given reaction. (1) Given the reactants [CH3:1][C:2]1[CH:7]=[C:6]([CH3:8])[N:5]=[C:4]([N:9]2[CH2:16][CH:15]3[CH:11]([CH2:12][NH:13][CH2:14]3)[CH2:10]2)[N:3]=1.[N:17]1([C:22]2[CH:26]=[CH:25][S:24][C:23]=2[C:27](O)=[O:28])[CH:21]=[CH:20][CH:19]=[CH:18]1.CN(C(ON1N=NC2C=CC=NC1=2)=[N+](C)C)C.F[P-](F)(F)(F)(F)F.CCN(C(C)C)C(C)C, predict the reaction product. The product is: [CH3:1][C:2]1[CH:7]=[C:6]([CH3:8])[N:5]=[C:4]([N:9]2[CH2:16][CH:15]3[CH:11]([CH2:12][N:13]([C:27]([C:23]4[S:24][CH:25]=[CH:26][C:22]=4[N:17]4[CH:21]=[CH:20][CH:19]=[CH:18]4)=[O:28])[CH2:14]3)[CH2:10]2)[N:3]=1. (2) Given the reactants [C:1]([Si:5](Cl)([CH3:7])[CH3:6])([CH3:4])([CH3:3])[CH3:2].Cl.[NH:10]1[CH2:13][CH:12]([OH:14])[CH2:11]1.C(N(C(C)C)C(C)C)C, predict the reaction product. The product is: [NH:10]1[CH2:13][CH:12]([O:14][Si:5]([C:1]([CH3:4])([CH3:3])[CH3:2])([CH3:7])[CH3:6])[CH2:11]1. (3) Given the reactants [CH2:1]([CH2:15][C:16]([NH:18][CH:19]([OH:23])[CH2:20][CH2:21]O)=[S:17])[CH2:2][CH2:3][CH2:4][CH2:5][CH2:6][CH2:7][CH2:8][CH2:9][CH2:10][CH2:11][CH2:12][CH2:13][CH3:14].CN([C:27]1[CH:32]=[CH:31][CH:30]=[CH:29]N=1)C.[CH2:33](CC(O)=S)[CH2:34][CH2:35][CH2:36][CH2:37][CH2:38][CH2:39][CH2:40][CH2:41][CH2:42][CH2:43][CH2:44][CH2:45][CH3:46], predict the reaction product. The product is: [CH2:1]([CH2:15][C:16]([NH:18][C:19]([O:23][C:16](=[S:17])[CH3:15])([CH2:46][CH2:45][CH2:44][CH2:43][CH2:42][CH2:41][CH2:40][CH2:39][CH2:38][CH2:37][CH2:36][CH2:35][CH2:34][CH3:33])[CH2:20][CH2:21][CH2:27][CH2:32][CH2:31][CH2:30][CH2:29][CH2:1][CH2:2][CH2:3][CH2:4][CH2:5][CH2:6][CH2:7][CH2:8][CH3:9])=[S:17])[CH2:2][CH2:3][CH2:4][CH2:5][CH2:6][CH2:7][CH2:8][CH2:9][CH2:10][CH2:11][CH2:12][CH2:13][CH3:14].